This data is from Forward reaction prediction with 1.9M reactions from USPTO patents (1976-2016). The task is: Predict the product of the given reaction. Given the reactants [C:1]([C:3]1[CH:8]=[CH:7][C:6](B(O)O)=[CH:5][CH:4]=1)#[N:2].Br[C:13]1[C:20]([F:21])=[C:19]([F:22])[C:16]([C:17]#[N:18])=[C:15]([F:23])[C:14]=1[F:24].COC1C=CC=C(OC)C=1C1C=CC=CC=1P(C1CCCCC1)C1CCCCC1.[O-]P([O-])([O-])=O.[K+].[K+].[K+], predict the reaction product. The product is: [F:22][C:19]1[C:20]([F:21])=[C:13]([C:6]2[CH:7]=[CH:8][C:3]([C:1]#[N:2])=[CH:4][CH:5]=2)[C:14]([F:24])=[C:15]([F:23])[C:16]=1[C:17]#[N:18].